Predict which catalyst facilitates the given reaction. From a dataset of Catalyst prediction with 721,799 reactions and 888 catalyst types from USPTO. (1) Reactant: [CH:1]1[C:9]2[C:8]3[CH:10]=[CH:11][CH:12]=[CH:13][C:7]=3[O:6][C:5]=2[CH:4]=[CH:3][C:2]=1[O:14][C:15]1[CH:20]=[CH:19][C:18]([N+:21]([O-])=O)=[CH:17][CH:16]=1. Product: [CH:1]1[C:9]2[C:8]3[CH:10]=[CH:11][CH:12]=[CH:13][C:7]=3[O:6][C:5]=2[CH:4]=[CH:3][C:2]=1[O:14][C:15]1[CH:20]=[CH:19][C:18]([NH2:21])=[CH:17][CH:16]=1. The catalyst class is: 99. (2) Reactant: [NH2:1][CH2:2][C:3]1[C:4]([F:20])=[C:5]([O:10][C:11]2[CH:12]=[C:13]([CH:16]=[C:17](Br)[CH:18]=2)[C:14]#[N:15])[C:6]([Cl:9])=[CH:7][CH:8]=1.[CH:21]([Zn]C(C)C)([CH3:23])[CH3:22].C([Zn]CCC)CC.NCC1C(F)=C(OC2C=C(C=C(C(C)C)C=2)C#N)C(Cl)=CC=1. Product: [NH2:1][CH2:2][C:3]1[C:4]([F:20])=[C:5]([O:10][C:11]2[CH:12]=[C:13]([CH:16]=[C:17]([CH2:22][CH2:21][CH3:23])[CH:18]=2)[C:14]#[N:15])[C:6]([Cl:9])=[CH:7][CH:8]=1. The catalyst class is: 176. (3) Reactant: [CH3:1][N:2]([C:10]1[C:11]([CH3:21])=[N:12][N:13]([C:15]2[CH:16]=[N:17][CH:18]=[CH:19][CH:20]=2)[CH:14]=1)C(=O)OC(C)(C)C.[ClH:22]. Product: [ClH:22].[ClH:22].[CH3:1][NH:2][C:10]1[C:11]([CH3:21])=[N:12][N:13]([C:15]2[CH:16]=[N:17][CH:18]=[CH:19][CH:20]=2)[CH:14]=1. The catalyst class is: 12. (4) Reactant: [OH:1][CH:2]1[CH:12]2[CH:5]([CH2:6][O:7][Si:8]([CH:22]([CH3:24])[CH3:23])([CH:19]([CH3:21])[CH3:20])[O:9][Si:10]([CH:16]([CH3:18])[CH3:17])([CH:13]([CH3:15])[CH3:14])[O:11]2)[O:4][CH:3]1[N:25]1[CH:30]=[CH:29][C:28](=[O:31])[NH:27][C:26]1=[O:32].[C:33](OC(=O)C)(=[O:35])[CH3:34].C(N(CC)CC)C.CO. Product: [O:32]=[C:26]1[NH:27][C:28](=[O:31])[CH:29]=[CH:30][N:25]1[CH:3]1[O:4][CH:5]2[CH2:6][O:7][Si:8]([CH:22]([CH3:23])[CH3:24])([CH:19]([CH3:21])[CH3:20])[O:9][Si:10]([CH:16]([CH3:17])[CH3:18])([CH:13]([CH3:14])[CH3:15])[O:11][CH:12]2[CH:2]1[O:1][C:33](=[O:35])[CH3:34]. The catalyst class is: 17. (5) Reactant: C1(P([N:15]=[N+:16]=[N-:17])(C2C=CC=CC=2)=O)C=CC=CC=1.[CH3:18][C:19]1[O:23][C:22]([CH:24]([C:26]2([CH3:31])[CH2:30][CH2:29][CH2:28][O:27]2)O)=[CH:21][CH:20]=1.N12CCCN=C1CCCCC2.O. Product: [N:15]([CH:24]([C:26]1([CH3:31])[CH2:30][CH2:29][CH2:28][O:27]1)[C:22]1[O:23][C:19]([CH3:18])=[CH:20][CH:21]=1)=[N+:16]=[N-:17]. The catalyst class is: 133. (6) Product: [I:1][C:2]1[CH:3]=[C:4]([CH:29]=[CH:30][CH:31]=1)[CH2:5][C@:6]([CH3:28])([C:10]([OH:11])=[O:9])[NH2:7]. Reactant: [I:1][C:2]1[CH:3]=[C:4]([CH:29]=[CH:30][CH:31]=1)[CH2:5][C@:6]1([CH3:28])[C:10](=[O:11])[O:9][C@@H](C2C=CC=CC=2)[N:7]1C(OCC1C=CC=CC=1)=O.C[Si](C)(C)[O-].[K+].CO. The catalyst class is: 1.